From a dataset of Forward reaction prediction with 1.9M reactions from USPTO patents (1976-2016). Predict the product of the given reaction. (1) Given the reactants F[C:2]1[C:7]([Cl:8])=[CH:6][CH:5]=[CH:4][C:3]=1[C:9]([C:11]1[CH:16]=[CH:15][C:14]([O:17][CH3:18])=[CH:13][C:12]=1[CH3:19])=O.O.[NH2:21][NH2:22], predict the reaction product. The product is: [Cl:8][C:7]1[CH:6]=[CH:5][CH:4]=[C:3]2[C:2]=1[NH:22][N:21]=[C:9]2[C:11]1[CH:16]=[CH:15][C:14]([O:17][CH3:18])=[CH:13][C:12]=1[CH3:19]. (2) Given the reactants [OH:1][C:2]1[CH:9]=[CH:8][C:5]([CH:6]=[O:7])=[CH:4][CH:3]=1.CN(C)C=O.C(=O)([O-])[O-].[K+].[K+].[CH2:21]([O:23][C:24](=[O:29])[C:25](Br)([CH3:27])[CH3:26])[CH3:22], predict the reaction product. The product is: [CH2:21]([O:23][C:24](=[O:29])[C:25]([O:1][C:2]1[CH:9]=[CH:8][C:5]([CH:6]=[O:7])=[CH:4][CH:3]=1)([CH3:27])[CH3:26])[CH3:22]. (3) Given the reactants C(N(CC)CC)C.[F:8][S:9]([F:20])([F:19])([F:18])([F:17])[C:10]1[CH:16]=[CH:15][C:13]([NH2:14])=[CH:12][CH:11]=1.[C:21]([O:24][CH2:25][C:26](Cl)=[O:27])(=[O:23])[CH3:22], predict the reaction product. The product is: [C:21]([O:24][CH2:25][C:26](=[O:27])[NH:14][C:13]1[CH:12]=[CH:11][C:10]([S:9]([F:17])([F:18])([F:19])([F:20])[F:8])=[CH:16][CH:15]=1)(=[O:23])[CH3:22].